From a dataset of Forward reaction prediction with 1.9M reactions from USPTO patents (1976-2016). Predict the product of the given reaction. The product is: [CH:1]1([N:4]([CH:18]2[CH2:23][CH2:22][N:21]([C:24]3[N:27]=[C:28]([C:29]4[CH:34]=[CH:33][CH:32]=[CH:31][CH:30]=4)[O:26][N:25]=3)[CH2:20][CH2:19]2)[C:5](=[O:17])[C:6]2[CH:11]=[CH:10][C:9]([C:12]3[O:16][CH:15]=[N:14][CH:13]=3)=[CH:8][CH:7]=2)[CH2:3][CH2:2]1. Given the reactants [CH:1]1([N:4]([CH:18]2[CH2:23][CH2:22][N:21]([C:24](=[NH:27])[NH:25][OH:26])[CH2:20][CH2:19]2)[C:5](=[O:17])[C:6]2[CH:11]=[CH:10][C:9]([C:12]3[O:16][CH:15]=[N:14][CH:13]=3)=[CH:8][CH:7]=2)[CH2:3][CH2:2]1.[C:28](Cl)(=O)[C:29]1[CH:34]=[CH:33][CH:32]=[CH:31][CH:30]=1.C(N(CC)CC)C, predict the reaction product.